Dataset: Full USPTO retrosynthesis dataset with 1.9M reactions from patents (1976-2016). Task: Predict the reactants needed to synthesize the given product. (1) Given the product [F:2][C:3]1([F:9])[CH2:7][CH2:6][CH:5]([NH:8][C:11]([NH:10][C:13]([NH:8][CH:5]2[CH2:6][CH2:7][C:3]([F:9])([F:2])[CH2:4]2)=[NH:14])=[NH:12])[CH2:4]1, predict the reactants needed to synthesize it. The reactants are: Cl.[F:2][C:3]1([F:9])[CH2:7][CH2:6][CH:5]([NH2:8])[CH2:4]1.[N-:10]([C:13]#[N:14])[C:11]#[N:12].[Na+]. (2) Given the product [Cl:23][C:14]1[C:15]([C:19]([F:22])([F:21])[F:20])=[CH:16][CH:17]=[CH:18][C:13]=1[C:11]([N:9]1[CH2:8][CH2:7][N:6]2[C:2]([C:30]3[CH:35]=[CH:34][CH:33]=[CH:32][CH:31]=3)=[N:3][N:4]=[C:5]2[CH2:10]1)=[O:12], predict the reactants needed to synthesize it. The reactants are: Br[C:2]1[N:6]2[CH2:7][CH2:8][N:9]([C:11]([C:13]3[CH:18]=[CH:17][CH:16]=[C:15]([C:19]([F:22])([F:21])[F:20])[C:14]=3[Cl:23])=[O:12])[CH2:10][C:5]2=[N:4][N:3]=1.C(=O)([O-])[O-].[Na+].[Na+].[C:30]1(B(O)O)[CH:35]=[CH:34][CH:33]=[CH:32][CH:31]=1. (3) Given the product [CH2:8]([B:12]1[O:7][CH2:6][CH2:5][NH:1][CH2:2][CH2:3][O:4]1)[CH2:9][CH2:10][CH3:11], predict the reactants needed to synthesize it. The reactants are: [NH:1]([CH2:5][CH2:6][OH:7])[CH2:2][CH2:3][OH:4].[CH2:8]([B:12](O)O)[CH2:9][CH2:10][CH3:11]. (4) The reactants are: C([O:3][C:4](=[O:44])[CH2:5][CH2:6][CH2:7][O:8][C:9]1[CH:14]=[CH:13][CH:12]=[C:11]([CH2:15][CH2:16][CH2:17][CH2:18][CH2:19][CH2:20][O:21][C:22]2[CH:27]=[C:26]([C:28]3[CH:32]=[CH:31][NH:30][N:29]=3)[CH:25]=[C:24]([S:33]([CH3:36])(=[O:35])=[O:34])[CH:23]=2)[C:10]=1[CH2:37][CH2:38][C:39]([O:41]CC)=[O:40])C.[OH-].[Na+]. Given the product [C:39]([CH2:38][CH2:37][C:10]1[C:11]([CH2:15][CH2:16][CH2:17][CH2:18][CH2:19][CH2:20][O:21][C:22]2[CH:27]=[C:26]([C:28]3[CH:32]=[CH:31][NH:30][N:29]=3)[CH:25]=[C:24]([S:33]([CH3:36])(=[O:35])=[O:34])[CH:23]=2)=[CH:12][CH:13]=[CH:14][C:9]=1[O:8][CH2:7][CH2:6][CH2:5][C:4]([OH:44])=[O:3])([OH:41])=[O:40], predict the reactants needed to synthesize it. (5) Given the product [CH:6]1([CH2:5][CH:4]([N:11]2[C:19]3[C:14](=[CH:15][CH:16]=[C:17]([S:20][CH3:21])[CH:18]=3)[C:13](=[O:22])[C:12]2=[O:23])[C:3]([OH:24])=[O:2])[CH2:10][CH2:9][CH2:8][CH2:7]1, predict the reactants needed to synthesize it. The reactants are: C[O:2][C:3](=[O:24])[CH:4]([N:11]1[C:19]2[C:14](=[CH:15][CH:16]=[C:17]([S:20][CH3:21])[CH:18]=2)[C:13](=[O:22])[C:12]1=[O:23])[CH2:5][CH:6]1[CH2:10][CH2:9][CH2:8][CH2:7]1.O.[OH-].[Li+]. (6) Given the product [F:12][C:3]1[CH:4]=[C:5]([O:10][CH3:11])[C:6]([CH:7]=[O:8])=[CH:9][C:2]=1[C:18]1[CH:19]=[CH:20][C:15]([C:13]#[N:14])=[CH:16][CH:17]=1, predict the reactants needed to synthesize it. The reactants are: Br[C:2]1[C:3]([F:12])=[CH:4][C:5]([O:10][CH3:11])=[C:6]([CH:9]=1)[CH:7]=[O:8].[C:13]([C:15]1[CH:20]=[CH:19][C:18](B(O)O)=[CH:17][CH:16]=1)#[N:14]. (7) Given the product [NH2:8][C:3]1[C:2]([C:24]2[CH:23]=[CH:22][C:17]([C:18]([O:20][CH3:21])=[O:19])=[C:16]([F:15])[CH:25]=2)=[N:7][CH:6]=[CH:5][N:4]=1, predict the reactants needed to synthesize it. The reactants are: Cl[C:2]1[C:3]([NH2:8])=[N:4][CH:5]=[CH:6][N:7]=1.C(=O)([O-])[O-].[Na+].[Na+].[F:15][C:16]1[CH:25]=[C:24](B2OC(C)(C)C(C)(C)O2)[CH:23]=[CH:22][C:17]=1[C:18]([O:20][CH3:21])=[O:19]. (8) Given the product [CH3:23][N:24]1[CH:28]=[C:27]([NH:29][C:2]2[N:7]=[C:6]3[N:8]([CH2:11][C:12]4[CH:17]=[CH:16][CH:15]=[CH:14][C:13]=4[NH:18][S:19]([CH3:22])(=[O:21])=[O:20])[N:9]=[CH:10][C:5]3=[CH:4][N:3]=2)[CH:26]=[N:25]1, predict the reactants needed to synthesize it. The reactants are: Cl[C:2]1[N:7]=[C:6]2[N:8]([CH2:11][C:12]3[CH:17]=[CH:16][CH:15]=[CH:14][C:13]=3[NH:18][S:19]([CH3:22])(=[O:21])=[O:20])[N:9]=[CH:10][C:5]2=[CH:4][N:3]=1.[CH3:23][N:24]1[CH:28]=[C:27]([NH2:29])[CH:26]=[N:25]1.Cl. (9) Given the product [NH2:40][CH:33]([C:34]1[CH:35]=[CH:36][CH:37]=[CH:38][CH:39]=1)[CH2:32][NH:31][C:14]([C:16]1[S:17][CH:18]=[CH:19][C:20]=1[NH:21][C:22]1[CH:27]=[CH:26][N:25]=[C:24]2[NH:28][CH:29]=[CH:30][C:23]=12)=[O:15], predict the reactants needed to synthesize it. The reactants are: C(OC(N1CCC(N[C:14]([C:16]2[S:17][CH:18]=[CH:19][C:20]=2[NH:21][C:22]2[CH:27]=[CH:26][N:25]=[C:24]3[NH:28][CH:29]=[CH:30][C:23]=23)=[O:15])C1)=O)(C)(C)C.[NH2:31][CH2:32][CH:33]([NH:40]C(=O)OC(C)(C)C)[C:34]1[CH:39]=[CH:38][CH:37]=[CH:36][CH:35]=1. (10) Given the product [F:13][CH:12]([F:14])[C:5]1[C:4]([C:15]([O:17][CH3:18])=[O:16])=[C:3]([CH2:19][CH:20]([CH3:22])[CH3:21])[C:2]([SH:23])=[C:7]([C:8]([F:11])([F:10])[F:9])[N:6]=1, predict the reactants needed to synthesize it. The reactants are: Br[C:2]1[C:3]([CH2:19][CH:20]([CH3:22])[CH3:21])=[C:4]([C:15]([O:17][CH3:18])=[O:16])[C:5]([CH:12]([F:14])[F:13])=[N:6][C:7]=1[C:8]([F:11])([F:10])[F:9].[S-2:23].[Li+].[Li+].